Dataset: Reaction yield outcomes from USPTO patents with 853,638 reactions. Task: Predict the reaction yield, written as a fraction of the theoretical maximum amount of product (1.0 means a 100% yield; for example, 0.34 means a 34% yield). (1) The reactants are [NH:1]1[CH2:6][CH2:5][CH:4]([CH2:7][OH:8])[CH2:3][CH2:2]1.[CH2:9](N(CC)CC)C.C(OC([O-])=O)(OC[CH2:20][CH2:21][CH3:22])=O.[C:27]([OH:30])(=[O:29])C. The catalyst is ClCCl. The product is [C:21]([O:30][C:27]([N:1]1[CH2:6][CH2:5][CH:4]([CH2:7][OH:8])[CH2:3][CH2:2]1)=[O:29])([CH3:20])([CH3:22])[CH3:9]. The yield is 0.890. (2) The reactants are [N:1]1[CH:6]=[CH:5][CH:4]=[C:3]([CH2:7][NH:8][C:9]([NH2:11])=[S:10])[CH:2]=1.[C:12]([CH2:14][C:15](OCC)=[O:16])#[N:13]. No catalyst specified. The product is [NH2:13][C:12]1[N:8]([CH2:7][C:3]2[CH:2]=[N:1][CH:6]=[CH:5][CH:4]=2)[C:9](=[S:10])[NH:11][C:15](=[O:16])[CH:14]=1. The yield is 0.830.